This data is from Reaction yield outcomes from USPTO patents with 853,638 reactions. The task is: Predict the reaction yield, written as a fraction of the theoretical maximum amount of product (1.0 means a 100% yield; for example, 0.34 means a 34% yield). (1) The reactants are [Cl-].O[NH3+:3].[C:4](=[O:7])([O-])[OH:5].[Na+].CS(C)=O.[CH2:13]([C:17]1[N:18]=[C:19]([CH3:48])[N:20]([C:39]2[CH:44]=[CH:43][C:42]([O:45][CH3:46])=[C:41]([CH3:47])[CH:40]=2)[C:21](=[O:38])[C:22]=1[CH2:23][C:24]1[CH:29]=[CH:28][C:27]([C:30]2[C:31]([C:36]#[N:37])=[CH:32][CH:33]=[CH:34][CH:35]=2)=[CH:26][CH:25]=1)[CH2:14][CH2:15][CH3:16]. The catalyst is O.C(OCC)(=O)C. The product is [CH2:13]([C:17]1[N:18]=[C:19]([CH3:48])[N:20]([C:39]2[CH:44]=[CH:43][C:42]([O:45][CH3:46])=[C:41]([CH3:47])[CH:40]=2)[C:21](=[O:38])[C:22]=1[CH2:23][C:24]1[CH:25]=[CH:26][C:27]([C:30]2[CH:35]=[CH:34][CH:33]=[CH:32][C:31]=2[C:36]2[NH:3][C:4](=[O:7])[O:5][N:37]=2)=[CH:28][CH:29]=1)[CH2:14][CH2:15][CH3:16]. The yield is 0.650. (2) The reactants are [CH3:1][O:2][C:3](=[O:23])[C:4]1[CH:9]=[C:8]([CH:10]2[CH2:14][CH2:13][CH2:12][O:11]2)[C:7]([C:15]([F:18])([F:17])[F:16])=[CH:6][C:5]=1[NH:19]C(=O)C.OS(O)(=O)=O. The catalyst is CO.O. The product is [CH3:1][O:2][C:3](=[O:23])[C:4]1[CH:9]=[C:8]([CH:10]2[CH2:14][CH2:13][CH2:12][O:11]2)[C:7]([C:15]([F:17])([F:18])[F:16])=[CH:6][C:5]=1[NH2:19]. The yield is 0.680. (3) The yield is 0.940. The reactants are Cl[CH2:2][C:3]1[C:4]([S:9][CH:10]2[CH2:14][CH2:13][CH2:12][CH2:11]2)=[N:5][CH:6]=[CH:7][CH:8]=1.C([O:17][C:18](=[O:29])[CH2:19][CH2:20][CH2:21][C:22]1[CH:27]=[CH:26][C:25]([OH:28])=[CH:24][CH:23]=1)C. No catalyst specified. The product is [CH:10]1([S:9][C:4]2[C:3]([CH2:2][O:28][C:25]3[CH:24]=[CH:23][C:22]([CH2:21][CH2:20][CH2:19][C:18]([OH:29])=[O:17])=[CH:27][CH:26]=3)=[CH:8][CH:7]=[CH:6][N:5]=2)[CH2:14][CH2:13][CH2:12][CH2:11]1. (4) The reactants are CS[C:3](SC)=[C:4]1[C:13](=[O:14])[C:12]([CH3:20])([CH2:15][CH2:16][CH:17]([CH3:19])[CH3:18])[C:11]2[C:6](=[CH:7][CH:8]=[CH:9][CH:10]=2)[C:5]1=[O:21].[NH2:24][C:25]1[CH:30]=[CH:29][CH:28]=[CH:27][C:26]=1[S:31]([NH2:34])(=[O:33])=[O:32]. The catalyst is C1(C)C=CC=CC=1. The product is [O:32]=[S:31]1(=[O:33])[C:26]2[CH:27]=[CH:28][CH:29]=[CH:30][C:25]=2[NH:24][C:3]([C:4]2[C:13](=[O:14])[C:12]([CH3:20])([CH2:15][CH2:16][CH:17]([CH3:18])[CH3:19])[C:11]3[C:6]([C:5]=2[OH:21])=[CH:7][CH:8]=[CH:9][CH:10]=3)=[N:34]1. The yield is 0.990. (5) The reactants are [C:1]([C:4]1[C:5]([CH3:17])=[C:6]2[C:11](=[C:12]([CH3:14])[CH:13]=1)S[CH2:9][CH2:8][CH:7]2[CH2:15][CH3:16])(=[O:3])[CH3:2].OO.[S:20]([O-:23])(O)=[O:21].[Na+]. The catalyst is C(O)(=O)C. The product is [C:1]([C:4]1[C:5]([CH3:17])=[C:6]2[C:11](=[C:12]([CH3:14])[CH:13]=1)[S:20](=[O:23])(=[O:21])[CH2:9][CH2:8][CH:7]2[CH2:15][CH3:16])(=[O:3])[CH3:2]. The yield is 0.550.